Task: Predict the reaction yield, written as a fraction of the theoretical maximum amount of product (1.0 means a 100% yield; for example, 0.34 means a 34% yield).. Dataset: Reaction yield outcomes from USPTO patents with 853,638 reactions (1) The reactants are FC(F)(F)C(O)=O.[CH3:8][N:9]([CH3:27])[CH2:10][CH2:11][CH2:12][C:13]1[CH:14]=[C:15]([NH:19]C(=O)OC(C)(C)C)[CH:16]=[N:17][CH:18]=1. The catalyst is C(Cl)Cl. The product is [CH3:27][N:9]([CH3:8])[CH2:10][CH2:11][CH2:12][C:13]1[CH:14]=[C:15]([NH2:19])[CH:16]=[N:17][CH:18]=1. The yield is 0.940. (2) The reactants are [CH2:1]1[S:5](=[O:6])[CH2:4][CH2:3][CH2:2]1.[Li]CCCC.CCCCCC.[Cl:18][C:19]1[N:24]=[CH:23][C:22]([CH2:25]Cl)=[CH:21][CH:20]=1.FC(F)(F)C(O)=O. The catalyst is C1COCC1.O. The product is [Cl:18][C:19]1[CH:20]=[CH:21][C:22]([CH2:25][CH:1]2[CH2:2][CH2:3][CH2:4][S:5]2=[O:6])=[CH:23][N:24]=1. The yield is 0.350. (3) The reactants are [F:1][C:2]1[CH:3]=[C:4]([OH:11])[CH:5]=[CH:6][C:7]=1[N+:8]([O-:10])=[O:9].[F:12][C:13]([F:26])([F:25])[S:14](O[S:14]([C:13]([F:26])([F:25])[F:12])(=[O:16])=[O:15])(=[O:16])=[O:15].C(N(CC)CC)C. The catalyst is C(Cl)Cl. The product is [F:1][C:2]1[CH:3]=[C:4]([O:11][S:14]([C:13]([F:26])([F:25])[F:12])(=[O:16])=[O:15])[CH:5]=[CH:6][C:7]=1[N+:8]([O-:10])=[O:9]. The yield is 0.560. (4) The reactants are [OH:1][C:2]1[CH:7]=[CH:6][N:5]([CH2:8][CH2:9][CH:10]([CH3:12])[CH3:11])[C:4](=[O:13])[CH:3]=1.N1C=CC=CC=1.S(OC)(O[C:24](SC)([S:27][CH3:28])[S:25][CH3:26])(=O)=O. The catalyst is O1CCOCC1. The product is [CH3:26][S:25][C:24]([S:27][CH3:28])=[C:3]1[C:2](=[O:1])[CH:7]=[CH:6][N:5]([CH2:8][CH2:9][CH:10]([CH3:11])[CH3:12])[C:4]1=[O:13]. The yield is 0.750. (5) The reactants are [Br:1][C:2]1[C:7]([OH:8])=[CH:6][CH:5]=[CH:4][N:3]=1.[H-].[Na+].I[CH3:12].O. The catalyst is CN(C=O)C. The product is [Br:1][C:2]1[C:7]([O:8][CH3:12])=[CH:6][CH:5]=[CH:4][N:3]=1. The yield is 0.650.